This data is from Full USPTO retrosynthesis dataset with 1.9M reactions from patents (1976-2016). The task is: Predict the reactants needed to synthesize the given product. (1) The reactants are: [C:1]([O:5][C:6]([N:8]1[CH2:13][CH2:12][CH2:11][CH2:10][C@H:9]1[CH2:14][NH2:15])=[O:7])([CH3:4])([CH3:3])[CH3:2].Cl[C:17]1[C:22]([C:23]#[N:24])=[CH:21][CH:20]=[CH:19][N:18]=1. Given the product [C:1]([O:5][C:6]([N:8]1[CH2:13][CH2:12][CH2:11][CH2:10][C@H:9]1[CH2:14][NH:15][C:17]1[C:22]([C:23]#[N:24])=[CH:21][CH:20]=[CH:19][N:18]=1)=[O:7])([CH3:4])([CH3:3])[CH3:2], predict the reactants needed to synthesize it. (2) Given the product [NH+:1]1([O-:18])[C:9]2=[N:8][CH:7]=[CH:6][CH:5]=[C:4]2[CH:3]=[CH:2]1, predict the reactants needed to synthesize it. The reactants are: [NH:1]1[C:9]2[C:4](=[CH:5][CH:6]=[CH:7][N:8]=2)[CH:3]=[CH:2]1.C1C=C(Cl)C=C(C(OO)=[O:18])C=1. (3) Given the product [N:36]([C@@H:6]1[CH2:11][CH2:10][C@H:9]([N:12]2[C:16]3[N:17]=[CH:18][N:19]=[C:20]([NH2:21])[C:15]=3[C:14]([C:22]3[CH:27]=[C:26]([O:28][CH2:29][CH:30]4[CH2:34][CH2:33][CH2:32][O:31]4)[CH:25]=[CH:24][C:23]=3[F:35])=[CH:13]2)[CH2:8][CH2:7]1)=[N+:37]=[N-:38], predict the reactants needed to synthesize it. The reactants are: CS(O[C@H:6]1[CH2:11][CH2:10][C@H:9]([N:12]2[C:16]3[N:17]=[CH:18][N:19]=[C:20]([NH2:21])[C:15]=3[C:14]([C:22]3[CH:27]=[C:26]([O:28][CH2:29][CH:30]4[CH2:34][CH2:33][CH2:32][O:31]4)[CH:25]=[CH:24][C:23]=3[F:35])=[CH:13]2)[CH2:8][CH2:7]1)(=O)=O.[N-:36]=[N+:37]=[N-:38].[Na+]. (4) Given the product [Br:11][C:2]1[C:1](=[O:10])[C:9]2[C:4]([CH:3]=1)=[CH:5][CH:6]=[CH:7][CH:8]=2, predict the reactants needed to synthesize it. The reactants are: [C:1]1(=[O:10])[C:9]2[C:4](=[CH:5][CH:6]=[CH:7][CH:8]=2)[CH:3]=[CH:2]1.[Br:11]Br. (5) Given the product [CH2:33]([O:35][C:36](=[O:47])[CH:37]([NH:46][C:11]([C:9]1[NH:8][C:5]2=[CH:6][N:7]=[C:2]([Cl:1])[CH:3]=[C:4]2[CH:10]=1)=[O:13])[C:38](=[O:45])[C:39]1[CH:44]=[CH:43][CH:42]=[CH:41][CH:40]=1)[CH3:34], predict the reactants needed to synthesize it. The reactants are: [Cl:1][C:2]1[CH:3]=[C:4]2[CH:10]=[C:9]([C:11]([OH:13])=O)[NH:8][C:5]2=[CH:6][N:7]=1.[Cl-].COC1N=C(OC)N=C([N+]2(C)CCOCC2)N=1.Cl.[CH2:33]([O:35][C:36](=[O:47])[CH:37]([NH2:46])[C:38](=[O:45])[C:39]1[CH:44]=[CH:43][CH:42]=[CH:41][CH:40]=1)[CH3:34].CN1CCOCC1. (6) Given the product [CH2:45]([O:8][C:7]1[CH:6]=[CH:5][C:57]([NH:58][C:59]2[N:64]=[CH:63][N:62]=[C:61]([O:65][C:66]3[CH:71]=[CH:70][C:69]([NH:72][C:73]([NH:75][C:76](=[O:85])[CH2:77][C:78]4[CH:79]=[CH:80][C:81]([F:84])=[CH:82][CH:83]=4)=[O:74])=[CH:68][C:67]=3[F:86])[CH:60]=2)=[CH:3][CH:2]=1)[C:42]1[CH:41]=[CH:40][CH:39]=[CH:44][CH:43]=1, predict the reactants needed to synthesize it. The reactants are: F[C:2]1[CH:3]=C(NC(=O)CC(NC2C=CC(F)=CC=2)=O)[CH:5]=[CH:6][C:7]=1[O:8]C1C=CN=C(NCCN2CCOCC2)C=1.F[C:39]1[CH:44]=[CH:43][C:42]([CH2:45]C(N=C=O)=O)=[CH:41][CH:40]=1.COC1C=CC([CH2:57][NH:58][C:59]2[N:64]=[CH:63][N:62]=[C:61]([O:65][C:66]3[CH:71]=[CH:70][C:69]([NH:72][C:73]([NH:75][C:76](=[O:85])[CH2:77][C:78]4[CH:83]=[CH:82][C:81]([F:84])=[CH:80][CH:79]=4)=[O:74])=[CH:68][C:67]=3[F:86])[CH:60]=2)=CC=1.